Task: Binary Classification. Given a drug SMILES string, predict its activity (active/inactive) in a high-throughput screening assay against a specified biological target.. Dataset: M1 muscarinic receptor antagonist screen with 61,756 compounds (1) The compound is O=c1n2[nH]c(c(c2nc2c1CCCC2)c1ccccc1)C. The result is 0 (inactive). (2) The compound is S(=O)(=O)(N1CCC(CC1)C(=O)Nc1sc(c(c1C(OCC)=O)C)C)c1sccc1. The result is 0 (inactive). (3) The result is 0 (inactive). The molecule is S(c1n(CC2CCC(CC2)C(=O)NCc2occc2)c(=O)c2c(n1)cccc2)CC(OCC)=O. (4) The result is 0 (inactive). The compound is O=C(NC(c1ccc(OC)cc1)CC(O)=O)Cc1ccccc1.